Dataset: Reaction yield outcomes from USPTO patents with 853,638 reactions. Task: Predict the reaction yield, written as a fraction of the theoretical maximum amount of product (1.0 means a 100% yield; for example, 0.34 means a 34% yield). The reactants are [I-].[Na+].Cl[Si](Cl)(C)C.[F:8][C:9]1([F:38])[CH2:14][CH2:13][CH:12]([CH:15](O)[C:16]2[N:20]3[C:21]([CH3:32])=[CH:22][C:23]([C:25]([O:27][CH2:28][CH2:29][CH2:30][CH3:31])=[O:26])=[CH:24][C:19]3=[N:18][C:17]=2[C:33]2([CH3:36])[CH2:35][CH2:34]2)[CH2:11][CH2:10]1.C(=O)([O-])O.[Na+].S([O-])([O-])(=O)=S.[Na+].[Na+]. The catalyst is ClCCl.ClCCl.C(#N)C. The product is [F:38][C:9]1([F:8])[CH2:10][CH2:11][CH:12]([CH2:15][C:16]2[N:20]3[C:21]([CH3:32])=[CH:22][C:23]([C:25]([O:27][CH2:28][CH2:29][CH2:30][CH3:31])=[O:26])=[CH:24][C:19]3=[N:18][C:17]=2[C:33]2([CH3:36])[CH2:34][CH2:35]2)[CH2:13][CH2:14]1. The yield is 0.730.